From a dataset of Peptide-MHC class II binding affinity with 134,281 pairs from IEDB. Regression. Given a peptide amino acid sequence and an MHC pseudo amino acid sequence, predict their binding affinity value. This is MHC class II binding data. (1) The peptide sequence is GSDPKKLVLNIKYTRPGDSL. The MHC is HLA-DQA10401-DQB10402 with pseudo-sequence HLA-DQA10401-DQB10402. The binding affinity (normalized) is 0.0976. (2) The peptide sequence is NDNNLYKLHGGHVSC. The MHC is DRB1_1302 with pseudo-sequence DRB1_1302. The binding affinity (normalized) is 0.0908. (3) The peptide sequence is MFLGGVKPTHISYIM. The MHC is HLA-DQA10201-DQB10402 with pseudo-sequence HLA-DQA10201-DQB10402. The binding affinity (normalized) is 0.202. (4) The peptide sequence is AANKQKQELDEISTN. The MHC is HLA-DQA10102-DQB10602 with pseudo-sequence HLA-DQA10102-DQB10602. The binding affinity (normalized) is 0. (5) The peptide sequence is LDGNLLSSNDLAKYK. The MHC is DRB3_0202 with pseudo-sequence DRB3_0202. The binding affinity (normalized) is 0.264. (6) The peptide sequence is INEPTAAAIAYGMDR. The MHC is HLA-DQA10501-DQB10301 with pseudo-sequence HLA-DQA10501-DQB10301. The binding affinity (normalized) is 0.659. (7) The peptide sequence is KNTIVIPKGDFLTGP. The MHC is DRB1_0101 with pseudo-sequence DRB1_0101. The binding affinity (normalized) is 0.423. (8) The peptide sequence is KFDALSGSQEVEFIG. The MHC is DRB1_0901 with pseudo-sequence DRB1_0901. The binding affinity (normalized) is 0.548.